Dataset: Full USPTO retrosynthesis dataset with 1.9M reactions from patents (1976-2016). Task: Predict the reactants needed to synthesize the given product. Given the product [CH3:1][O:2][C:3](=[O:16])[CH:4]([C:5]1[CH:10]=[C:9]([O:11][CH:12]([F:13])[F:14])[CH:8]=[C:7]([Cl:15])[CH:6]=1)[CH:17]=[O:18], predict the reactants needed to synthesize it. The reactants are: [CH3:1][O:2][C:3](=[O:16])[CH2:4][C:5]1[CH:10]=[C:9]([O:11][CH:12]([F:14])[F:13])[CH:8]=[C:7]([Cl:15])[CH:6]=1.[CH:17](OC)=[O:18].[Na].CO.